This data is from Catalyst prediction with 721,799 reactions and 888 catalyst types from USPTO. The task is: Predict which catalyst facilitates the given reaction. (1) Reactant: [H-].[Na+].I[CH2:4][CH:5]=[CH2:6].[OH:7][CH2:8][CH2:9][CH2:10][CH2:11][CH2:12][C@H:13]1[C@@H:20]2[C@@H:16]([N:17]([CH2:31][C:32]3[CH:37]=[CH:36][C:35]([O:38][CH3:39])=[CH:34][CH:33]=3)[C:18](=[O:30])[N:19]2[CH2:21][C:22]2[CH:27]=[CH:26][C:25]([O:28][CH3:29])=[CH:24][CH:23]=2)[CH2:15][S:14]1. Product: [CH3:39][O:38][C:35]1[CH:36]=[CH:37][C:32]([CH2:31][N:17]2[C@H:16]3[CH2:15][S:14][C@@H:13]([CH2:12][CH2:11][CH2:10][CH2:9][CH2:8][O:7][CH2:6][CH:5]=[CH2:4])[C@H:20]3[N:19]([CH2:21][C:22]3[CH:27]=[CH:26][C:25]([O:28][CH3:29])=[CH:24][CH:23]=3)[C:18]2=[O:30])=[CH:33][CH:34]=1. The catalyst class is: 5. (2) Reactant: [CH3:1][C:2]1[CH:9]=[C:8]([N+:10]([O-:12])=[O:11])[CH:7]=[CH:6][C:3]=1[C:4]#[N:5].CC(C)(O[CH:17](N(C)C)[N:18]([CH3:20])[CH3:19])C. Product: [CH3:17][N:18]([CH3:20])/[CH:19]=[CH:1]/[C:2]1[CH:9]=[C:8]([N+:10]([O-:12])=[O:11])[CH:7]=[CH:6][C:3]=1[C:4]#[N:5]. The catalyst class is: 3. (3) Reactant: [H-].[Al+3].[Li+].[H-].[H-].[H-].[O:7]1[CH2:12][C:11](=O)[NH:10][C:9]2[CH:14]=[CH:15][CH:16]=[CH:17][C:8]1=2.CCOC(C)=O. Product: [O:7]1[CH2:12][CH2:11][NH:10][C:9]2[CH:14]=[CH:15][CH:16]=[CH:17][C:8]1=2. The catalyst class is: 1. (4) Reactant: C[O:2][C:3]([C:5]1([NH:12][C:13]([C:15]2[CH:34]=[CH:33][C:18]3[N:19]([CH:28]([CH2:31][CH3:32])[CH2:29][CH3:30])[C:20]([CH2:22][C:23]4[S:24][CH:25]=[CH:26][CH:27]=4)=[N:21][C:17]=3[CH:16]=2)=[O:14])[CH2:11][CH2:10][CH2:9][CH2:8][CH2:7][CH2:6]1)=[O:4].C1COCC1.[OH-].[Na+].Cl. Product: [CH2:29]([CH:28]([N:19]1[C:18]2[CH:33]=[CH:34][C:15]([C:13]([NH:12][C:5]3([C:3]([OH:4])=[O:2])[CH2:11][CH2:10][CH2:9][CH2:8][CH2:7][CH2:6]3)=[O:14])=[CH:16][C:17]=2[N:21]=[C:20]1[CH2:22][C:23]1[S:24][CH:25]=[CH:26][CH:27]=1)[CH2:31][CH3:32])[CH3:30]. The catalyst class is: 8. (5) The catalyst class is: 215. Reactant: F[C:2]1[CH:11]=[C:10]2[C:5]([CH:6]=[C:7]([C:16]([O:18][CH2:19][CH3:20])=[O:17])[CH:8]([C:12]([F:15])([F:14])[F:13])[O:9]2)=[CH:4][CH:3]=1.[CH3:21][C:22]1[CH:27]=[CH:26][C:25]([CH3:28])=[CH:24][C:23]=1[OH:29].C(=O)([O-])[O-].[K+].[K+].O. Product: [CH3:21][C:22]1[CH:27]=[CH:26][C:25]([CH3:28])=[CH:24][C:23]=1[O:29][C:2]1[CH:11]=[C:10]2[C:5]([CH:6]=[C:7]([C:16]([O:18][CH2:19][CH3:20])=[O:17])[CH:8]([C:12]([F:15])([F:14])[F:13])[O:9]2)=[CH:4][CH:3]=1.